The task is: Predict the reactants needed to synthesize the given product.. This data is from Full USPTO retrosynthesis dataset with 1.9M reactions from patents (1976-2016). Given the product [Cl:22][C:10]1[CH:9]=[C:8]2[C:13]([C:5]([CH:3]=[O:4])=[CH:6][NH:7]2)=[CH:12][C:11]=1[C:30]1[CH:41]=[CH:40][C:33]([O:34][CH2:35][C:36]([NH:38][CH3:39])=[O:37])=[CH:32][CH:31]=1, predict the reactants needed to synthesize it. The reactants are: CO[C:3]([C:5]1[C:13]2[C:8](=[CH:9][C:10]([Cl:22])=[C:11](B3OCC(C)(C)CO3)[CH:12]=2)[NH:7][CH:6]=1)=[O:4].C(=O)([O-])[O-].[K+].[K+].Br[C:30]1[CH:41]=[CH:40][C:33]([O:34][CH2:35][C:36]([NH:38][CH3:39])=[O:37])=[CH:32][CH:31]=1.